Dataset: hERG potassium channel inhibition data for cardiac toxicity prediction from Karim et al.. Task: Regression/Classification. Given a drug SMILES string, predict its toxicity properties. Task type varies by dataset: regression for continuous values (e.g., LD50, hERG inhibition percentage) or binary classification for toxic/non-toxic outcomes (e.g., AMES mutagenicity, cardiotoxicity, hepatotoxicity). Dataset: herg_karim. (1) The result is 0 (non-blocker). The drug is CCn1cc2c(Oc3cnc(C(=O)N4CCC4)c(F)c3)cc(C(=O)Nc3cnc(C)cn3)cc2n1. (2) The compound is Cc1ccc2c(-c3nnc(SCCCN4CCc5ccc6oc(C(F)(F)F)nc6c5CC4)n3C)cccc2n1. The result is 1 (blocker). (3) The molecule is CN1CCc2cncn2Cc2ccc(C#N)c(c2)Oc2ccc3cccc(c3c2)N2CC[C@@H]1C2=O. The result is 1 (blocker).